This data is from Reaction yield outcomes from USPTO patents with 853,638 reactions. The task is: Predict the reaction yield, written as a fraction of the theoretical maximum amount of product (1.0 means a 100% yield; for example, 0.34 means a 34% yield). (1) The reactants are Cl.[CH:2]12[NH:10][CH:6]([CH2:7][CH2:8][CH2:9]1)[CH2:5][C:4](=[O:11])[CH2:3]2.C([O-])([O-])=O.[Cs+].[Cs+].[Cl:18][C:19]1[CH:24]=[CH:23][C:22]([S:25](Cl)(=[O:27])=[O:26])=[CH:21][CH:20]=1.CCOC(C)=O. The catalyst is CN(C=O)C.CO. The product is [Cl:18][C:19]1[CH:24]=[CH:23][C:22]([S:25]([N:10]2[CH:6]3[CH2:7][CH2:8][CH2:9][CH:2]2[CH2:3][C:4](=[O:11])[CH2:5]3)(=[O:27])=[O:26])=[CH:21][CH:20]=1. The yield is 0.690. (2) The reactants are [CH:1]([C:4]1[CH:5]=[C:6]([CH:12]=[C:13]([CH3:15])[CH:14]=1)[O:7][CH2:8][C:9]([OH:11])=[O:10])([CH3:3])[CH3:2].[C:16]1([CH3:28])[CH:21]=[CH:20][C:19]([S:22]([CH2:25][CH2:26]O)(=[O:24])=[O:23])=[CH:18][CH:17]=1.O. The catalyst is C1(C)C=CC=CC=1.O.C1(C)C=CC(S(O)(=O)=O)=CC=1. The product is [C:16]1([CH3:28])[CH:21]=[CH:20][C:19]([S:22]([CH2:25][CH2:26][O:10][C:9](=[O:11])[CH2:8][O:7][C:6]2[CH:12]=[C:13]([CH3:15])[CH:14]=[C:4]([CH:1]([CH3:3])[CH3:2])[CH:5]=2)(=[O:24])=[O:23])=[CH:18][CH:17]=1. The yield is 0.980. (3) The catalyst is C(OCC)C. The product is [CH3:15][S:16][CH:17]([C:18]1[CH:4]=[CH:5][C:6]([C:7]([F:12])([F:13])[C:8]([F:9])([F:10])[F:11])=[N:20][CH:19]=1)[CH3:25]. The reactants are C(O/[CH:4]=[CH:5]/[C:6](=O)[C:7]([F:13])([F:12])[C:8]([F:11])([F:10])[F:9])C.[CH3:15][S:16][CH:17]([CH3:25])/[CH:18]=[CH:19]/[N:20]1CCCC1.C([O-])(=O)C.[NH4+].O. The yield is 0.120. (4) The reactants are [C:1]([O:5][C:6]([NH:8][C@@H:9]([C@H:13]([O:15][CH3:16])[CH3:14])[C:10](O)=[O:11])=[O:7])([CH3:4])([CH3:3])[CH3:2].C[CH2:18][N:19](C(C)C)[CH:20](C)C.CN(C(ON1N=NC2C=CC=CC1=2)=[N+](C)C)C.F[P-](F)(F)(F)(F)F.CNC. The catalyst is CN(C=O)C.CCOC(C)=O. The product is [C:1]([O:5][C:6](=[O:7])[NH:8][C@@H:9]([C@H:13]([O:15][CH3:16])[CH3:14])[C:10]([N:19]([CH3:20])[CH3:18])=[O:11])([CH3:4])([CH3:3])[CH3:2]. The yield is 0.780. (5) The reactants are [Cl:1][C:2]1[CH:3]=[C:4]([C:12]2[O:16][N:15]=[C:14]([C:17]3[CH:22]=[CH:21][C:20]([OH:23])=[C:19](I)[CH:18]=3)[N:13]=2)[CH:5]=[CH:6][C:7]=1[O:8][CH2:9][CH2:10][CH3:11].[C:25]([C:27]1([NH:35][C:36](=[O:42])[O:37][C:38]([CH3:41])([CH3:40])[CH3:39])[CH2:32][O:31][C:30]([CH3:34])([CH3:33])[O:29][CH2:28]1)#[CH:26]. The catalyst is CN(C=O)C.CCN(C(C)C)C(C)C. The product is [Cl:1][C:2]1[CH:3]=[C:4]([C:12]2[O:16][N:15]=[C:14]([C:17]3[CH:22]=[CH:21][C:20]4[O:23][C:25]([C:27]5([NH:35][C:36](=[O:42])[O:37][C:38]([CH3:41])([CH3:40])[CH3:39])[CH2:32][O:31][C:30]([CH3:34])([CH3:33])[O:29][CH2:28]5)=[CH:26][C:19]=4[CH:18]=3)[N:13]=2)[CH:5]=[CH:6][C:7]=1[O:8][CH2:9][CH2:10][CH3:11]. The yield is 0.780. (6) The catalyst is C(OCC)(=O)C. The product is [C:18]([O:17][CH:15]([O:16][C:37]([CH3:38])([CH3:41])[CH3:28])[N:22]([CH3:27])[CH3:23])([CH3:19])([CH3:20])[CH3:21]. The reactants are NC1C=C(/C=C/C([O-])=O)C=CC=1/C=C/[C:15]([O:17][C:18]([CH3:21])([CH3:20])[CH3:19])=[O:16].[N:22]1[CH:27]=CC=C[CH:23]=1.[C:28](Cl)(=O)C.C(=O)(O)[O-].[Na+].[CH2:37]1[CH2:41]OC[CH2:38]1. The yield is 0.850.